Dataset: Catalyst prediction with 721,799 reactions and 888 catalyst types from USPTO. Task: Predict which catalyst facilitates the given reaction. (1) Reactant: [NH:1]1[CH:5]=[CH:4][N:3]=[CH:2]1.C(N(CC)CC)C.[Br:13][C:14]1[CH:15]=[C:16]([CH:20]=[CH:21][CH:22]=1)[C:17](Cl)=[O:18].[OH-].[Na+]. Product: [Br:13][C:14]1[CH:15]=[C:16]([CH:20]=[CH:21][CH:22]=1)[C:17]([C:2]1[NH:1][CH:5]=[CH:4][N:3]=1)=[O:18]. The catalyst class is: 228. (2) Reactant: N[C@@H:2](C(C1C=CC=CC=1)C1C=CC=CC=1)[C:3](NCCC(C)C[C@H](N(CCC(C)C)S(C1C=CC(C)=CC=1)(=O)=O)CO)=[O:4].[CH:43]([N:46]([S:54]([C:57]1[CH:62]=[CH:61][C:60]([N+:63]([O-:65])=[O:64])=[CH:59][CH:58]=1)(=[O:56])=[O:55])[CH:47]([CH2:51][CH:52]=[CH2:53])[C:48]([O-:50])=[O:49])([CH3:45])[CH3:44].[CH2:66](C(C)=O)[CH:67]=CC. Product: [CH:43]([N:46]([S:54]([C:57]1[CH:62]=[CH:61][C:60]([N+:63]([O-:65])=[O:64])=[CH:59][CH:58]=1)(=[O:55])=[O:56])[C@@H:47]([CH2:51]/[CH:52]=[CH:53]/[C:3](=[O:4])[CH3:2])[C:48]([O:50][CH2:66][CH3:67])=[O:49])([CH3:45])[CH3:44]. The catalyst class is: 2. (3) Reactant: Cl.[NH2:2][C:3]1[S:4][C:5]([C:8]([F:11])([F:10])[F:9])=[CH:6][N:7]=1.Br[CH2:13][C:14](=O)[C:15]([O:17][CH2:18][CH3:19])=[O:16]. Product: [F:9][C:8]([F:11])([F:10])[C:5]1[S:4][C:3]2=[N:2][C:14]([C:15]([O:17][CH2:18][CH3:19])=[O:16])=[CH:13][N:7]2[CH:6]=1. The catalyst class is: 11. (4) Reactant: [C-:1]#[N:2].[K+].CC1C=CC(S(O[CH2:15][CH:16]2[CH2:23][C:22]3[C:17]2=[CH:18][CH:19]=[CH:20][CH:21]=3)(=O)=O)=CC=1. Product: [C:22]12[CH2:23][CH:16]([CH2:15][C:1]#[N:2])[C:17]1=[CH:18][CH:19]=[CH:20][CH:21]=2. The catalyst class is: 18. (5) Reactant: [CH3:1][C:2]1([CH3:14])[C:6]([CH3:8])([CH3:7])[O:5][B:4]([C:9]2[CH:10]=[N:11][NH:12][CH:13]=2)[O:3]1.C(=O)([O-])[O-].[Cs+].[Cs+].[CH3:21][C:22]1([CH3:25])[CH2:24][O:23]1. Product: [CH3:21][C:22]([OH:23])([CH3:25])[CH2:24][N:12]1[CH:13]=[C:9]([B:4]2[O:5][C:6]([CH3:7])([CH3:8])[C:2]([CH3:14])([CH3:1])[O:3]2)[CH:10]=[N:11]1. The catalyst class is: 13.